From a dataset of Forward reaction prediction with 1.9M reactions from USPTO patents (1976-2016). Predict the product of the given reaction. (1) Given the reactants C([N:4](C(C)C)CC)(C)C.O=C1NC(C2C=CC=C(OC)C=2)=CN1C1CCN(C(O[C@H:33]2[N:39]=[C:38]([C:40]3[CH:45]=[CH:44][CH:43]=[CH:42][CH:41]=3)[C:37]3[CH:46]=[CH:47][CH:48]=[CH:49][C:36]=3[N:35]([CH2:50][C:51]([F:54])([F:53])[F:52])[C:34]2=[O:55])=O)CC1.C1C=CC(O[C:63](OC2C=CC=CC=2)=[N:64][C:65]#[N:66])=CC=1.Cl.[C:75]1([C:81]2[NH:82][C:83](=[O:92])[N:84]([CH:86]3[CH2:91][CH2:90][NH:89][CH2:88][CH2:87]3)[CH:85]=2)[CH:80]=[CH:79][CH:78]=[CH:77][CH:76]=1, predict the reaction product. The product is: [C:63]([N:64]=[C:65]([N:89]1[CH2:88][CH2:87][CH:86]([N:84]2[CH:85]=[C:81]([C:75]3[CH:76]=[CH:77][CH:78]=[CH:79][CH:80]=3)[NH:82][C:83]2=[O:92])[CH2:91][CH2:90]1)[NH:66][C@@H:33]1[N:39]=[C:38]([C:40]2[CH:45]=[CH:44][CH:43]=[CH:42][CH:41]=2)[C:37]2[CH:46]=[CH:47][CH:48]=[CH:49][C:36]=2[N:35]([CH2:50][C:51]([F:53])([F:54])[F:52])[C:34]1=[O:55])#[N:4]. (2) Given the reactants [C:1]([O:5][C:6]([N:8]1[CH2:25][C@@H:24]([CH3:26])[N:11]2[C:12]3[CH:13]=[C:14]([C:20]([F:23])([F:22])[F:21])[C:15](Br)=[CH:16][C:17]=3[CH2:18][C@@H:10]2[CH2:9]1)=[O:7])([CH3:4])([CH3:3])[CH3:2].[CH3:27]I.C[Li].O, predict the reaction product. The product is: [C:1]([O:5][C:6]([N:8]1[CH2:25][C@@H:24]([CH3:26])[N:11]2[C:12]3[CH:13]=[C:14]([C:20]([F:23])([F:22])[F:21])[C:15]([CH3:27])=[CH:16][C:17]=3[CH2:18][C@@H:10]2[CH2:9]1)=[O:7])([CH3:4])([CH3:3])[CH3:2]. (3) Given the reactants [C:1]([C:5]1[N:9]([CH2:10][CH:11]2[CH2:16][CH2:15][C:14]([F:18])([F:17])[CH2:13][CH2:12]2)[C:8]2[CH:19]=[CH:20][C:21]([NH:23]C(=O)C)=[CH:22][C:7]=2[N:6]=1)([CH3:4])([CH3:3])[CH3:2], predict the reaction product. The product is: [C:1]([C:5]1[N:9]([CH2:10][CH:11]2[CH2:16][CH2:15][C:14]([F:18])([F:17])[CH2:13][CH2:12]2)[C:8]2[CH:19]=[CH:20][C:21]([NH2:23])=[CH:22][C:7]=2[N:6]=1)([CH3:4])([CH3:2])[CH3:3].